From a dataset of Forward reaction prediction with 1.9M reactions from USPTO patents (1976-2016). Predict the product of the given reaction. (1) Given the reactants [OH:1][CH:2]([CH2:10][CH3:11])[C:3]([O:5][CH2:6][CH:7]([CH3:9])[CH3:8])=[O:4].[C:12]1([CH3:22])[CH:17]=[CH:16][C:15]([S:18](Cl)(=[O:20])=[O:19])=[CH:14][CH:13]=1.C1N2CCN(CC2)C1.C(N(CC)CC)C, predict the reaction product. The product is: [S:18]([O:1][CH:2]([CH2:10][CH3:11])[C:3]([O:5][CH2:6][CH:7]([CH3:8])[CH3:9])=[O:4])([C:15]1[CH:16]=[CH:17][C:12]([CH3:22])=[CH:13][CH:14]=1)(=[O:20])=[O:19]. (2) The product is: [CH:16]12[N:19]([C:9]3[CH:8]=[CH:7][C:4]([C:5]#[N:6])=[CH:3][C:2]=3[F:1])[CH:12]([CH2:18][CH2:17]1)[CH2:13][CH2:14][CH2:15]2. Given the reactants [F:1][C:2]1[CH:3]=[C:4]([CH:7]=[CH:8][C:9]=1F)[C:5]#[N:6].Cl.[CH:12]12[NH:19][CH:16]([CH2:17][CH2:18]1)[CH2:15][CH2:14][CH2:13]2.C(N(C(C)C)CC)(C)C, predict the reaction product. (3) Given the reactants CC1(C)CCCC(C)(C)N1.C([Li])CCC.[Cl:16][C:17]1[CH:25]=[CH:24][CH:23]=[C:22]2[C:18]=1[C:19]([CH2:26][C:27]#[N:28])=[CH:20][NH:21]2.[CH3:29][N:30]=[C:31]=[O:32], predict the reaction product. The product is: [CH3:29][NH:30][C:31]([N:21]1[C:22]2[C:18](=[C:17]([Cl:16])[CH:25]=[CH:24][CH:23]=2)[C:19]([CH2:26][C:27]#[N:28])=[CH:20]1)=[O:32]. (4) Given the reactants [NH:1]1[CH2:6][CH2:5][CH2:4][CH2:3][CH2:2]1.[CH2:7]=O.[CH3:9][O:10][C:11]1[CH:16]=[C:15]([CH:17]=[O:18])[CH:14]=[CH:13][C:12]=1[OH:19], predict the reaction product. The product is: [OH:19][C:12]1[C:13]([CH2:7][N:1]2[CH2:6][CH2:5][CH2:4][CH2:3][CH2:2]2)=[CH:14][C:15]([CH:17]=[O:18])=[CH:16][C:11]=1[O:10][CH3:9]. (5) Given the reactants C(=O)([O-])[O-].[K+].[K+].[CH:7]1([N:11]2[CH2:17][CH2:16][C:15]3[CH:18]=[C:19]([OH:22])[CH:20]=[CH:21][C:14]=3[CH2:13][CH2:12]2)[CH2:10][CH2:9][CH2:8]1.[F:23][C:24]1[CH:31]=[C:30]([F:32])[CH:29]=[CH:28][C:25]=1[CH2:26]Br.[I-].[K+], predict the reaction product. The product is: [CH:7]1([N:11]2[CH2:17][CH2:16][C:15]3[CH:18]=[C:19]([O:22][CH2:26][C:25]4[CH:28]=[CH:29][C:30]([F:32])=[CH:31][C:24]=4[F:23])[CH:20]=[CH:21][C:14]=3[CH2:13][CH2:12]2)[CH2:10][CH2:9][CH2:8]1. (6) Given the reactants [F:1][C:2]1[CH:3]=[N:4][C:5]([C:8]2[CH:13]=[CH:12][C:11]([OH:14])=[CH:10][CH:9]=2)=[N:6][CH:7]=1.[CH2:15]([O:17][C:18]([C:20]1([CH2:35]I)[CH2:24][CH2:23][N:22]([C:25](=[O:34])[C:26]2[CH:31]=[CH:30][CH:29]=[CH:28][C:27]=2[O:32][CH3:33])[CH2:21]1)=[O:19])[CH3:16], predict the reaction product. The product is: [CH2:15]([O:17][C:18]([C:20]1([CH2:35][O:14][C:11]2[CH:12]=[CH:13][C:8]([C:5]3[N:4]=[CH:3][C:2]([F:1])=[CH:7][N:6]=3)=[CH:9][CH:10]=2)[CH2:24][CH2:23][N:22]([C:25](=[O:34])[C:26]2[CH:31]=[CH:30][CH:29]=[CH:28][C:27]=2[O:32][CH3:33])[CH2:21]1)=[O:19])[CH3:16]. (7) Given the reactants Br[C:2]1[CH:3]=[C:4]([CH:12]=[C:13]([Cl:15])[CH:14]=1)[O:5][C:6]1[CH:7]=[N:8][CH:9]=[N:10][CH:11]=1.[C:16](=[O:23])([O:18][C:19]([CH3:22])([CH3:21])[CH3:20])[NH2:17].CC(C)([O-])C.[Na+].C(P(C(C)(C)C)C1C=CC=CC=1C1C(C(C)C)=CC(C(C)C)=CC=1C(C)C)(C)(C)C, predict the reaction product. The product is: [Cl:15][C:13]1[CH:14]=[C:2]([NH:17][C:16](=[O:23])[O:18][C:19]([CH3:22])([CH3:21])[CH3:20])[CH:3]=[C:4]([O:5][C:6]2[CH:7]=[N:8][CH:9]=[N:10][CH:11]=2)[CH:12]=1. (8) Given the reactants [OH:1][C:2]1[CH:24]=[CH:23][C:5]2[O:6][CH2:7][C:8]3[CH:22]=[CH:21][CH:20]=[CH:19][C:9]=3[CH:10]([CH2:11][CH2:12][CH2:13][C:14]([O:16][CH2:17][CH3:18])=[O:15])[C:4]=2[CH:3]=1.C(N(CC)CC)C.[F:32][C:33]([F:46])([F:45])[S:34](O[S:34]([C:33]([F:46])([F:45])[F:32])(=[O:36])=[O:35])(=[O:36])=[O:35], predict the reaction product. The product is: [F:32][C:33]([F:46])([F:45])[S:34]([O:1][C:2]1[CH:24]=[CH:23][C:5]2[O:6][CH2:7][C:8]3[CH:22]=[CH:21][CH:20]=[CH:19][C:9]=3[CH:10]([CH2:11][CH2:12][CH2:13][C:14]([O:16][CH2:17][CH3:18])=[O:15])[C:4]=2[CH:3]=1)(=[O:36])=[O:35]. (9) Given the reactants [NH2:1][C:2]1[C:9]([OH:10])=[CH:8][CH:7]=[CH:6][C:3]=1[C:4]#[N:5].C1N=CN([C:16](N2C=NC=C2)=[S:17])C=1, predict the reaction product. The product is: [SH:17][C:16]1[O:10][C:9]2[C:2](=[C:3]([C:4]#[N:5])[CH:6]=[CH:7][CH:8]=2)[N:1]=1.